This data is from Forward reaction prediction with 1.9M reactions from USPTO patents (1976-2016). The task is: Predict the product of the given reaction. (1) Given the reactants Cl[C:2]1[CH:7]=[CH:6][N:5]=[CH:4][C:3]=1[CH:8]([F:10])[F:9].[OH-:11].[Li+].[CH3:13][OH:14].O1C[CH2:18][CH2:17][CH2:16]1.[OH2:20], predict the reaction product. The product is: [CH3:16][C:17]([O:20][C:6]1[CH:7]=[CH:2][C:3]([CH:8]([F:10])[F:9])=[CH:4][N:5]=1)([CH3:18])[C:13]([OH:14])=[O:11]. (2) Given the reactants [NH2:1][C:2]1[C:3]([C:9]([NH:11][CH3:12])=[O:10])=[N:4][C:5](Br)=[CH:6][N:7]=1.[Cu][C:14]#[N:15].CN(C=O)C, predict the reaction product. The product is: [NH2:1][C:2]1[C:3]([C:9]([NH:11][CH3:12])=[O:10])=[N:4][C:5]([C:14]#[N:15])=[CH:6][N:7]=1. (3) Given the reactants [OH:1][C:2]1[CH:11]=[CH:10][CH:9]=[C:8]2[C:3]=1[CH:4]=[CH:5][N:6]=[CH:7]2.C(N(CC)CC)C.[C:19](Cl)(=[O:26])[C:20]1[CH:25]=[CH:24][CH:23]=[CH:22][CH:21]=1, predict the reaction product. The product is: [C:19]([O:1][C:2]1[CH:11]=[CH:10][CH:9]=[C:8]2[C:3]=1[CH:4]=[CH:5][N:6]=[CH:7]2)(=[O:26])[C:20]1[CH:25]=[CH:24][CH:23]=[CH:22][CH:21]=1. (4) Given the reactants [CH2:1]([C:3]1[CH:8]=[C:7]([CH3:9])[CH:6]=[C:5]([CH2:10][CH3:11])[C:4]=1[C:12](=[O:21])[C:13]([NH:15][N:16]=[CH:17][CH:18]([CH3:20])[CH3:19])=[O:14])[CH3:2].[CH3:22]C(C)=O.[C:26](=O)([O-])[O-].[K+].[K+].S(OC)(OC)(=O)=O, predict the reaction product. The product is: [CH2:1]([C:3]1[CH:8]=[C:7]([CH3:9])[CH:6]=[C:5]([CH2:10][CH3:11])[C:4]=1[C:12](=[O:21])[C:13]([N:15]([CH3:22])[N:16]=[CH:17][CH:18]([CH3:19])[CH3:20])=[O:14])[CH3:2].[CH2:1]([C:3]1[CH:8]=[C:7]([CH3:9])[CH:6]=[C:5]([CH2:10][CH3:11])[C:4]=1[C:12](=[O:21])[C:13](=[N:15][N:16]=[CH:17][CH:18]([CH3:19])[CH3:20])[O:14][CH3:26])[CH3:2]. (5) The product is: [Cl:14][C:2]1[CH:7]=[CH:6][N:5]=[C:4]([C:8]([F:11])([F:10])[F:9])[CH:3]=1. Given the reactants O[C:2]1[CH:7]=[CH:6][N:5]=[C:4]([C:8]([F:11])([F:10])[F:9])[CH:3]=1.S(Cl)([Cl:14])=O, predict the reaction product. (6) Given the reactants Cl[C:2]1[C:3]2[CH:10]=[CH:9][N:8](S(C3C=CC(C)=CC=3)(=O)=O)[C:4]=2[N:5]=[CH:6][N:7]=1.[CH3:21][C:22]1[CH:23]=[C:24](B(O)O)[CH:25]=[CH:26][C:27]=1[CH3:28].C(=O)([O-])[O-].[K+].[K+].COCCOC, predict the reaction product. The product is: [CH3:21][C:22]1[CH:23]=[C:24]([C:2]2[C:3]3[CH:10]=[CH:9][NH:8][C:4]=3[N:5]=[CH:6][N:7]=2)[CH:25]=[CH:26][C:27]=1[CH3:28]. (7) Given the reactants [OH:1][CH2:2][C:3]([CH3:17])(C)[C@@H:4]([O:9][CH:10]1[CH2:15][CH2:14][CH2:13][CH2:12][O:11]1)[C:5]([NH:7][CH3:8])=O.[H-].[Al+3].[Li+].[H-].[H-].[H-].O.[OH-].[Na+].[CH2:27]1COCC1, predict the reaction product. The product is: [CH3:17][CH:3]([C@@:4]([CH3:27])([O:9][CH:10]1[CH2:15][CH2:14][CH2:13][CH2:12][O:11]1)[CH2:5][NH:7][CH3:8])[CH2:2][OH:1]. (8) Given the reactants [CH2:1]([O:3][C:4](=[O:16])[CH:5]([S:7]([C:10]1[CH:14]=[CH:13][O:12][C:11]=1[CH3:15])(=[O:9])=[O:8])[CH3:6])[CH3:2].Cl[CH2:18][C:19]1[CH:33]=[CH:32][C:22]([O:23][CH2:24][CH2:25][N:26]2[CH2:31][CH2:30][CH2:29][CH2:28][CH2:27]2)=[CH:21][CH:20]=1, predict the reaction product. The product is: [CH2:1]([O:3][C:4](=[O:16])[C:5]([CH3:6])([S:7]([C:10]1[CH:14]=[CH:13][O:12][C:11]=1[CH3:15])(=[O:8])=[O:9])[CH2:18][C:19]1[CH:33]=[CH:32][C:22]([O:23][CH2:24][CH2:25][N:26]2[CH2:31][CH2:30][CH2:29][CH2:28][CH2:27]2)=[CH:21][CH:20]=1)[CH3:2].